This data is from Full USPTO retrosynthesis dataset with 1.9M reactions from patents (1976-2016). The task is: Predict the reactants needed to synthesize the given product. (1) Given the product [Cl:15][C:16]1[N:20]([CH2:21][CH:22]2[CH2:23][CH2:24]2)[N:19]=[CH:18][C:17]=1[C:25]1[N:30]=[C:29]([NH:31][C:2]2[N:7]=[CH:6][C:5]3[N:8]=[C:9]([CH3:14])[N:10]([CH:11]([CH3:13])[CH3:12])[C:4]=3[CH:3]=2)[CH:28]=[CH:27][N:26]=1, predict the reactants needed to synthesize it. The reactants are: Br[C:2]1[N:7]=[CH:6][C:5]2[N:8]=[C:9]([CH3:14])[N:10]([CH:11]([CH3:13])[CH3:12])[C:4]=2[CH:3]=1.[Cl:15][C:16]1[N:20]([CH2:21][CH:22]2[CH2:24][CH2:23]2)[N:19]=[CH:18][C:17]=1[C:25]1[N:30]=[C:29]([NH2:31])[CH:28]=[CH:27][N:26]=1.C(=O)([O-])[O-].[Cs+].[Cs+].C1(P(C2CCCCC2)C2C=CC=CC=2C2C(C(C)C)=CC(C(C)C)=CC=2C(C)C)CCCCC1. (2) Given the product [CH2:1]([N:8]1[C:17]2[C:12](=[CH:13][CH:14]=[CH:15][CH:16]=2)[CH2:11][N:10]([CH2:40][C:37]([OH:38])([CH3:39])[CH2:36][N:26]2[C:27]3[CH:28]=[CH:29][C:30]([F:35])=[CH:31][C:32]=3[C:33]3[C:25]2=[CH:24][CH:23]=[C:22]([F:21])[CH:34]=3)[C:9]1=[O:18])[C:2]1[CH:3]=[CH:4][CH:5]=[CH:6][CH:7]=1, predict the reactants needed to synthesize it. The reactants are: [CH2:1]([N:8]1[C:17]2[C:12](=[CH:13][CH:14]=[CH:15][CH:16]=2)[CH2:11][NH:10][C:9]1=[O:18])[C:2]1[CH:7]=[CH:6][CH:5]=[CH:4][CH:3]=1.[H-].[Na+].[F:21][C:22]1[CH:23]=[CH:24][C:25]2[N:26]([CH2:36][C:37]3([CH3:40])[CH2:39][O:38]3)[C:27]3[C:32]([C:33]=2[CH:34]=1)=[CH:31][C:30]([F:35])=[CH:29][CH:28]=3.[Cl-].[NH4+]. (3) Given the product [CH3:7][C:2]([C:8]1[CH:13]=[CH:12][CH:11]=[C:10]([O:14][C:15]2[CH:20]=[CH:19][CH:18]=[CH:17][CH:16]=2)[CH:9]=1)([CH3:1])[C:3]([OH:5])=[O:4], predict the reactants needed to synthesize it. The reactants are: [CH3:1][C:2]([C:8]1[CH:13]=[CH:12][CH:11]=[C:10]([O:14][C:15]2[CH:20]=[CH:19][CH:18]=[CH:17][CH:16]=2)[CH:9]=1)([CH3:7])[C:3]([O:5]C)=[O:4].C[Si](C)(C)[O-].[K+].Cl. (4) The reactants are: [F:1][C:2]1[C:7]([OH:8])=[CH:6][CH:5]=[C:4]([F:9])[C:3]=1[NH:10][C:11](=O)[C:12]1[C:17]([F:18])=[CH:16][CH:15]=[C:14]([C:19]2[CH:24]=[CH:23][CH:22]=[C:21]([F:25])[CH:20]=2)[C:13]=1[F:26]. Given the product [F:26][C:13]1[C:14]([C:19]2[CH:24]=[CH:23][CH:22]=[C:21]([F:25])[CH:20]=2)=[CH:15][CH:16]=[C:17]([F:18])[C:12]=1[CH2:11][NH:10][C:3]1[C:2]([F:1])=[C:7]([OH:8])[CH:6]=[CH:5][C:4]=1[F:9], predict the reactants needed to synthesize it.